From a dataset of Retrosynthesis with 50K atom-mapped reactions and 10 reaction types from USPTO. Predict the reactants needed to synthesize the given product. (1) Given the product CCOc1ccc2c(C#N)c(-c3ccc(NC(=O)C(F)(F)F)cc3)n(C3CCC3)c2c1, predict the reactants needed to synthesize it. The reactants are: CCOc1ccc2c(C#N)c(-c3ccc(N)cc3)n(C3CCC3)c2c1.O=C(OC(=O)C(F)(F)F)C(F)(F)F. (2) Given the product C=C(c1ccccc1)c1cc(OCc2ccccc2)c(OCc2ccccc2)nn1, predict the reactants needed to synthesize it. The reactants are: C=C(B1OC(C)(C)C(C)(C)O1)c1ccccc1.Clc1cc(OCc2ccccc2)c(OCc2ccccc2)nn1.